This data is from Catalyst prediction with 721,799 reactions and 888 catalyst types from USPTO. The task is: Predict which catalyst facilitates the given reaction. Reactant: [CH2:1]([N:8]1[C:12](=[O:13])[CH:11]=[CH:10][C:9]1=[O:14])[C:2]1[CH:7]=[CH:6][CH:5]=[CH:4][CH:3]=1.CO[CH2:17][N:18]([CH2:24][C:25]1[CH:30]=[CH:29][CH:28]=[CH:27][CH:26]=1)[CH2:19][Si](C)(C)C.FC(F)(F)C(O)=O. Product: [CH2:1]([N:8]1[C:12](=[O:13])[CH:11]2[CH:10]([CH2:17][N:18]([CH2:24][C:25]3[CH:30]=[CH:29][CH:28]=[CH:27][CH:26]=3)[CH2:19]2)[C:9]1=[O:14])[C:2]1[CH:3]=[CH:4][CH:5]=[CH:6][CH:7]=1. The catalyst class is: 11.